From a dataset of Forward reaction prediction with 1.9M reactions from USPTO patents (1976-2016). Predict the product of the given reaction. (1) Given the reactants C([C@](C(O)=O)(O)[C@](C(=O)C1C=CC=CC=1)(O)C(O)=O)(=O)C1C=CC=CC=1.[Cl:27][C:28]1[CH:29]=[C:30]([CH:37]([NH:40][C:41]([CH3:44])([CH3:43])[CH3:42])[CH2:38][OH:39])[CH:31]=[C:32]([C:35]#[N:36])[C:33]=1[NH2:34].[OH-].[Na+], predict the reaction product. The product is: [Cl:27][C:28]1[CH:29]=[C:30]([CH:37]([NH:40][C:41]([CH3:44])([CH3:43])[CH3:42])[CH2:38][OH:39])[CH:31]=[C:32]([C:35]#[N:36])[C:33]=1[NH2:34]. (2) Given the reactants [C:1]([O:5][C:6]([N:8]1[CH2:13][CH2:12][CH2:11][CH:10]([C:14]2[S:15][C:16](N)=[C:17]([C:19]([O:21]CC)=[O:20])[CH:18]=2)[CH2:9]1)=[O:7])([CH3:4])([CH3:3])[CH3:2].N(OC(C)(C)C)=O.[Cl-].[NH4+], predict the reaction product. The product is: [C:1]([O:5][C:6]([N:8]1[CH2:13][CH2:12][CH2:11][CH:10]([C:14]2[S:15][CH:16]=[C:17]([C:19]([OH:21])=[O:20])[CH:18]=2)[CH2:9]1)=[O:7])([CH3:4])([CH3:2])[CH3:3]. (3) Given the reactants [Cl:1][C:2]1[CH:3]=[C:4]([C:9]2[N:14]=[C:13]([CH3:15])[N:12]=[C:11]([N:16](CC3C=CC(OC)=CC=3)CC3C=CC(OC)=CC=3)[N:10]=2)[C:5](F)=[N:6][CH:7]=1.[F:35][C:36]1[CH:37]=[C:38]([NH2:42])[CH:39]=[N:40][CH:41]=1, predict the reaction product. The product is: [Cl:1][C:2]1[CH:3]=[C:4]([C:9]2[N:14]=[C:13]([CH3:15])[N:12]=[C:11]([NH2:16])[N:10]=2)[C:5]([NH:42][C:38]2[CH:39]=[N:40][CH:41]=[C:36]([F:35])[CH:37]=2)=[N:6][CH:7]=1. (4) Given the reactants Cl.[CH3:2][C:3]1[CH:8]=[C:7]([N+:9]([O-:11])=[O:10])[CH:6]=[C:5]([CH3:12])[C:4]=1[NH:13]C(=O)C.C(=O)([O-])[O-].[Na+].[Na+], predict the reaction product. The product is: [CH3:2][C:3]1[CH:8]=[C:7]([N+:9]([O-:11])=[O:10])[CH:6]=[C:5]([CH3:12])[C:4]=1[NH2:13]. (5) The product is: [ClH:1].[ClH:1].[ClH:1].[ClH:1].[NH2:30][C:27]1[CH:26]=[CH:25][C:24]([NH:23][CH2:22][C:19]2[CH:20]=[CH:21][C:16]([CH2:15][NH:14][C:13]3[CH:33]=[CH:34][C:10]([NH2:7])=[CH:11][CH:12]=3)=[CH:17][CH:18]=2)=[CH:29][CH:28]=1. Given the reactants [Cl-:1].[NH4+].O.C(O)C.[N+:7]([C:10]1[CH:34]=[CH:33][C:13]([NH:14][CH2:15][C:16]2[CH:21]=[CH:20][C:19]([CH2:22][NH:23][C:24]3[CH:29]=[CH:28][C:27]([N+:30]([O-])=O)=[CH:26][CH:25]=3)=[CH:18][CH:17]=2)=[CH:12][CH:11]=1)([O-])=O, predict the reaction product.